Dataset: Catalyst prediction with 721,799 reactions and 888 catalyst types from USPTO. Task: Predict which catalyst facilitates the given reaction. Reactant: [Mg].BrC(Br)C.[CH3:6][O:7][CH:8]([O:12][CH3:13])[CH2:9][CH2:10]Br.Cl[SiH2:15][CH:16]=[C:17]([CH3:19])[CH3:18]. Product: [CH3:6][O:7][CH:8]([O:12][CH3:13])[CH2:9][CH2:10][SiH2:15][CH:16]=[C:17]([CH3:19])[CH3:18]. The catalyst class is: 7.